This data is from Reaction yield outcomes from USPTO patents with 853,638 reactions. The task is: Predict the reaction yield, written as a fraction of the theoretical maximum amount of product (1.0 means a 100% yield; for example, 0.34 means a 34% yield). (1) The reactants are [OH:1][C:2]1([CH2:8][C@H:9]2[CH2:14][CH2:13][C@H:12](OS(C)(=O)=O)[CH2:11][N:10]2[C:20]([O:22][C:23]([CH3:26])([CH3:25])[CH3:24])=[O:21])[CH2:7][CH2:6][O:5][CH2:4][CH2:3]1.[N-:27]=[N+:28]=[N-:29].[Na+]. The catalyst is CN(C)C=O. The product is [N:27]([C@H:12]1[CH2:11][N:10]([C:20]([O:22][C:23]([CH3:26])([CH3:25])[CH3:24])=[O:21])[C@@H:9]([CH2:8][C:2]2([OH:1])[CH2:7][CH2:6][O:5][CH2:4][CH2:3]2)[CH2:14][CH2:13]1)=[N+:28]=[N-:29]. The yield is 0.820. (2) The reactants are [C:1](OC(=O)C)(=[O:3])[CH3:2].[OH:8][C:9]1[CH:18]=[C:17]([OH:19])[CH:16]=[CH:15][C:10]=1[C:11]([O:13][CH3:14])=[O:12].O. The catalyst is B(F)(F)F.CCOCC. The product is [C:1]([C:16]1[C:17]([OH:19])=[CH:18][C:9]([OH:8])=[C:10]([CH:15]=1)[C:11]([O:13][CH3:14])=[O:12])(=[O:3])[CH3:2]. The yield is 0.420. (3) The reactants are [F:1][C:2]1[CH:3]=[C:4]([CH:35]=[C:36]([F:38])[CH:37]=1)[CH2:5][N:6]1[C:12](=[O:13])[CH:11]([NH:14][C:15](=[O:34])[C@@H:16]([C@H:19]2[C@@H:24]([OH:25])[C@@H:23](/[CH:26]=[CH:27]/[C:28]([CH3:31])([CH3:30])[CH3:29])[O:22]C(C)(C)[O:20]2)[O:17][CH3:18])[CH2:10][S:9][CH2:8][CH2:7]1.Cl.[OH-].[Na+]. The catalyst is C1COCC1. The product is [F:1][C:2]1[CH:3]=[C:4]([CH:35]=[C:36]([F:38])[CH:37]=1)[CH2:5][N:6]1[C:12](=[O:13])[CH:11]([NH:14][C:15](=[O:34])[C@H:16]([O:17][CH3:18])[C@H:19]([OH:20])[C@@H:24]([OH:25])[C@H:23]([OH:22])/[CH:26]=[CH:27]/[C:28]([CH3:31])([CH3:29])[CH3:30])[CH2:10][S:9][CH2:8][CH2:7]1. The yield is 0.550. (4) The reactants are [Si]([O:8][C@H:9]([CH3:39])[C@H:10]([C:22]1[O:26][C:25]([C:27]2[CH:32]=[CH:31][C:30]([NH:33][C:34](=[O:38])[CH2:35][CH2:36][CH3:37])=[CH:29][CH:28]=2)=[N:24][N:23]=1)[NH:11][C:12]1[CH:17]=[CH:16][C:15]([C:18]#[N:19])=[C:14]([Cl:20])[C:13]=1[CH3:21])(C(C)(C)C)(C)C.CCCC[N+](CCCC)(CCCC)CCCC.[F-]. The catalyst is C1COCC1. The product is [Cl:20][C:14]1[C:13]([CH3:21])=[C:12]([NH:11][C@@H:10]([C:22]2[O:26][C:25]([C:27]3[CH:28]=[CH:29][C:30]([NH:33][C:34](=[O:38])[CH2:35][CH2:36][CH3:37])=[CH:31][CH:32]=3)=[N:24][N:23]=2)[C@H:9]([OH:8])[CH3:39])[CH:17]=[CH:16][C:15]=1[C:18]#[N:19]. The yield is 0.970.